This data is from Full USPTO retrosynthesis dataset with 1.9M reactions from patents (1976-2016). The task is: Predict the reactants needed to synthesize the given product. (1) Given the product [OH:17][N:16]=[C:11]([C:10]1[CH:9]=[CH:8][C:7]([C:3]2([O:2][CH3:1])[CH2:6][O:5][CH2:4]2)=[CH:14][CH:13]=1)[NH2:12], predict the reactants needed to synthesize it. The reactants are: [CH3:1][O:2][C:3]1([C:7]2[CH:14]=[CH:13][C:10]([C:11]#[N:12])=[CH:9][CH:8]=2)[CH2:6][O:5][CH2:4]1.Cl.[NH2:16][OH:17].C(N(CC)CC)C. (2) Given the product [C:11]([CH:10]([N:9]([CH:6]1[CH2:7][CH2:8][C:3]([N:2]([CH3:30])[CH3:1])([C:24]2[CH:25]=[CH:26][CH:27]=[CH:28][CH:29]=2)[CH2:4][CH2:5]1)[C:33](=[O:34])[C:32]([F:43])([F:42])[F:31])[CH2:14][C:15]1[C:23]2[C:18](=[CH:19][CH:20]=[CH:21][CH:22]=2)[NH:17][CH:16]=1)#[N:13], predict the reactants needed to synthesize it. The reactants are: [CH3:1][N:2]([CH3:30])[C:3]1([C:24]2[CH:29]=[CH:28][CH:27]=[CH:26][CH:25]=2)[CH2:8][CH2:7][CH:6]([NH:9][CH:10]([CH2:14][C:15]2[C:23]3[C:18](=[CH:19][CH:20]=[CH:21][CH:22]=3)[NH:17][CH:16]=2)[C:11]([NH2:13])=O)[CH2:5][CH2:4]1.[F:31][C:32]([F:43])([F:42])[C:33](O[C:33](=[O:34])[C:32]([F:43])([F:42])[F:31])=[O:34]. (3) The reactants are: CS(C)=O.C(Cl)(=O)C(Cl)=O.[OH:11][CH2:12][CH2:13][CH2:14][N:15]1[C:23](=[O:24])[C:22]2[C:17](=[CH:18][CH:19]=[CH:20][CH:21]=2)[C:16]1=[O:25].C(N(CC)CC)C. Given the product [O:25]=[C:16]1[C:17]2[C:22](=[CH:21][CH:20]=[CH:19][CH:18]=2)[C:23](=[O:24])[N:15]1[CH2:14][CH2:13][CH:12]=[O:11], predict the reactants needed to synthesize it. (4) Given the product [S:6]([O:5][CH2:4][CH2:3][CH2:2][Cl:1])([C:9]1[CH:15]=[CH:14][C:12]([CH3:13])=[CH:11][CH:10]=1)(=[O:8])=[O:7], predict the reactants needed to synthesize it. The reactants are: [Cl:1][CH2:2][CH2:3][CH2:4][OH:5].[S:6](Cl)([C:9]1[CH:15]=[CH:14][C:12]([CH3:13])=[CH:11][CH:10]=1)(=[O:8])=[O:7]. (5) Given the product [CH3:23][C:18]([C:24]1[CH:29]=[CH:28][CH:27]=[CH:26][CH:25]=1)([CH3:17])[CH2:19][C:20]([NH:1][N:2]1[N:11]=[C:10]([C:12]([F:15])([F:13])[F:14])[C:9]2[C:4](=[CH:5][CH:6]=[CH:7][CH:8]=2)[C:3]1=[O:16])=[O:21], predict the reactants needed to synthesize it. The reactants are: [NH2:1][N:2]1[N:11]=[C:10]([C:12]([F:15])([F:14])[F:13])[C:9]2[C:4](=[CH:5][CH:6]=[CH:7][CH:8]=2)[C:3]1=[O:16].[CH3:17][C:18]([C:24]1[CH:29]=[CH:28][CH:27]=[CH:26][CH:25]=1)([CH3:23])[CH2:19][C:20](O)=[O:21]. (6) Given the product [Br:2][C:3]1[CH:13]=[C:12]([OH:14])[C:11]([O:18][CH3:19])=[CH:10][C:4]=1[CH2:5][NH:6][C:7](=[O:9])[CH3:8], predict the reactants needed to synthesize it. The reactants are: Cl.[Br:2][C:3]1[CH:13]=[C:12]([O:14]C(=O)C)[C:11]([O:18][CH3:19])=[CH:10][C:4]=1[CH2:5][NH:6][C:7](=[O:9])[CH3:8].